Dataset: Full USPTO retrosynthesis dataset with 1.9M reactions from patents (1976-2016). Task: Predict the reactants needed to synthesize the given product. The reactants are: [Cl:1][CH2:2][CH2:3][CH2:4][S:5](Cl)(=[O:7])=[O:6].[CH2:9]([NH2:16])[C:10]1[CH:15]=[CH:14][CH:13]=[CH:12][CH:11]=1.C(N(CC)CC)C. Given the product [CH2:9]([NH:16][S:5]([CH2:4][CH2:3][CH2:2][Cl:1])(=[O:7])=[O:6])[C:10]1[CH:15]=[CH:14][CH:13]=[CH:12][CH:11]=1, predict the reactants needed to synthesize it.